This data is from NCI-60 drug combinations with 297,098 pairs across 59 cell lines. The task is: Regression. Given two drug SMILES strings and cell line genomic features, predict the synergy score measuring deviation from expected non-interaction effect. (1) Drug 1: CCC1(CC2CC(C3=C(CCN(C2)C1)C4=CC=CC=C4N3)(C5=C(C=C6C(=C5)C78CCN9C7C(C=CC9)(C(C(C8N6C=O)(C(=O)OC)O)OC(=O)C)CC)OC)C(=O)OC)O.OS(=O)(=O)O. Drug 2: CN1C2=C(C=C(C=C2)N(CCCl)CCCl)N=C1CCCC(=O)O.Cl. Cell line: K-562. Synergy scores: CSS=-8.61, Synergy_ZIP=-0.945, Synergy_Bliss=-9.62, Synergy_Loewe=-3.63, Synergy_HSA=-8.13. (2) Drug 1: CN1C2=C(C=C(C=C2)N(CCCl)CCCl)N=C1CCCC(=O)O.Cl. Drug 2: C1=NNC2=C1C(=O)NC=N2. Cell line: 786-0. Synergy scores: CSS=-0.162, Synergy_ZIP=-0.167, Synergy_Bliss=-1.33, Synergy_Loewe=-3.07, Synergy_HSA=-2.39.